Dataset: Forward reaction prediction with 1.9M reactions from USPTO patents (1976-2016). Task: Predict the product of the given reaction. (1) The product is: [CH3:1][O:2][CH2:3][N:4]1[C:12]2[C:7](=[CH:8][CH:9]=[CH:10][C:11]=2[NH:13][S:24]([C:20]2[S:19][CH:23]=[CH:22][CH:21]=2)(=[O:26])=[O:25])[CH:6]=[C:5]1[C:14]1[S:15][CH:16]=[CH:17][N:18]=1. Given the reactants [CH3:1][O:2][CH2:3][N:4]1[C:12]2[C:7](=[CH:8][CH:9]=[CH:10][C:11]=2[NH2:13])[CH:6]=[C:5]1[C:14]1[S:15][CH:16]=[CH:17][N:18]=1.[S:19]1[CH:23]=[CH:22][CH:21]=[C:20]1[S:24](Cl)(=[O:26])=[O:25], predict the reaction product. (2) Given the reactants Cl[C:2]1[N:7]=[C:6]([Cl:8])[N:5]=[C:4]([CH2:9][CH2:10][CH3:11])[N:3]=1.[NH:12]1[C:20]2[C:15](=[CH:16][CH:17]=[C:18]([NH2:21])[CH:19]=2)[CH:14]=[N:13]1.CCN(C(C)C)C(C)C, predict the reaction product. The product is: [Cl:8][C:6]1[N:5]=[C:4]([CH2:9][CH2:10][CH3:11])[N:3]=[C:2]([NH:21][C:18]2[CH:19]=[C:20]3[C:15]([CH:14]=[N:13][NH:12]3)=[CH:16][CH:17]=2)[N:7]=1. (3) The product is: [CH3:15][N:16]([CH3:34])[C:17]1[CH:18]=[CH:19][C:20]([CH2:23][N:24]([C:25]2[CH:30]=[CH:29][C:28]([CH:31]([CH3:32])[CH3:33])=[CH:27][CH:26]=2)[C:12]([CH:5]2[C:4]3[C:9](=[CH:10][CH:11]=[C:2]([F:1])[CH:3]=3)[O:8][CH2:7][CH2:6]2)=[O:14])=[CH:21][CH:22]=1. Given the reactants [F:1][C:2]1[CH:3]=[C:4]2[C:9](=[CH:10][CH:11]=1)[O:8][CH2:7][CH2:6][CH:5]2[C:12]([OH:14])=O.[CH3:15][N:16]([CH3:34])[C:17]1[CH:22]=[CH:21][C:20]([CH2:23][NH:24][C:25]2[CH:30]=[CH:29][C:28]([CH:31]([CH3:33])[CH3:32])=[CH:27][CH:26]=2)=[CH:19][CH:18]=1, predict the reaction product.